Dataset: Forward reaction prediction with 1.9M reactions from USPTO patents (1976-2016). Task: Predict the product of the given reaction. (1) Given the reactants [Cl:1][C:2]1[CH:10]=[C:9]2[C:5]([CH:6]=[C:7]([C:13](=[O:30])[NH:14][CH:15]([C:20]3[CH:25]=[CH:24][CH:23]=[C:22]([C:26]([F:29])([F:28])[F:27])[CH:21]=3)[C:16]([F:19])([F:18])[F:17])[N:8]2[CH2:11][CH3:12])=[CH:4][C:3]=1[C:31]([O:33]CC)=[O:32].B(Br)(Br)Br.O, predict the reaction product. The product is: [Cl:1][C:2]1[CH:10]=[C:9]2[C:5]([CH:6]=[C:7]([C:13](=[O:30])[NH:14][CH:15]([C:20]3[CH:25]=[CH:24][CH:23]=[C:22]([C:26]([F:29])([F:28])[F:27])[CH:21]=3)[C:16]([F:17])([F:18])[F:19])[N:8]2[CH2:11][CH3:12])=[CH:4][C:3]=1[C:31]([OH:33])=[O:32]. (2) Given the reactants [CH3:1][O:2][C:3]([N:5]1[C@@H:13]2[C@@H:8]([CH2:9][CH2:10][CH2:11][CH2:12]2)[CH2:7][C:6]1(SC1C=CC=CC=1)[C:14]([O:16][CH3:17])=[O:15])=[O:4].ClC1C=CC=C(C(OO)=O)C=1.C(=O)(O)[O-].[Na+], predict the reaction product. The product is: [CH3:1][O:2][C:3]([N:5]1[C@@H:13]2[C@@H:8]([CH2:9][CH2:10][CH2:11][CH2:12]2)[CH:7]=[C:6]1[C:14]([O:16][CH3:17])=[O:15])=[O:4]. (3) Given the reactants Br[C:2]1[N:6]2[CH:7]=[CH:8][CH:9]=[CH:10][C:5]2=[N:4][C:3]=1[C:11]([N:13]([O:15][CH3:16])[CH3:14])=[O:12].[F:17][C:18]1[CH:19]=[C:20](B(O)O)[CH:21]=[CH:22][CH:23]=1, predict the reaction product. The product is: [F:17][C:18]1[CH:23]=[C:22]([C:2]2[N:6]3[CH:7]=[CH:8][CH:9]=[CH:10][C:5]3=[N:4][C:3]=2[C:11]([N:13]([O:15][CH3:16])[CH3:14])=[O:12])[CH:21]=[CH:20][CH:19]=1. (4) Given the reactants [CH3:1][C:2]([CH3:13])([CH3:12])[C:3]([NH:5][C:6]1[CH:11]=[CH:10][CH:9]=[CH:8][N:7]=1)=[O:4].C([Li])CCC.CCCCCC.Cl.[C:26](=O)([O-])[O-:27].[K+].[K+], predict the reaction product. The product is: [CH:26]([C:11]1[C:6]([NH:5][C:3](=[O:4])[C:2]([CH3:13])([CH3:12])[CH3:1])=[N:7][CH:8]=[CH:9][CH:10]=1)=[O:27].